This data is from Forward reaction prediction with 1.9M reactions from USPTO patents (1976-2016). The task is: Predict the product of the given reaction. (1) Given the reactants Br[C:2]1[N:6]=[C:5]([CH:7]=[CH:8][C:9]2[N:19]=[C:12]3[C:13]([CH3:18])=[N:14][CH:15]=[C:16]([CH3:17])[N:11]3[N:10]=2)[N:4]([CH3:20])[N:3]=1.[O-]C1C=CC=CC=1.[Na+].C1(P(C2C=CC=CC=2)C2C3OC4C(=CC=CC=4P(C4C=CC=CC=4)C4C=CC=CC=4)C(C)(C)C=3C=CC=2)C=CC=CC=1.[NH:71]1[CH2:74][CH2:73][CH2:72]1, predict the reaction product. The product is: [N:71]1([C:2]2[N:6]=[C:5]([CH:7]=[CH:8][C:9]3[N:19]=[C:12]4[C:13]([CH3:18])=[N:14][CH:15]=[C:16]([CH3:17])[N:11]4[N:10]=3)[N:4]([CH3:20])[N:3]=2)[CH2:74][CH2:73][CH2:72]1. (2) Given the reactants OC1C(=O)NN=C(CCC2C=CC=CC=2)C=1.C([O:24][C:25]1[N:26]=[N:27][C:28](/[CH:39]=[CH:40]/[C:41]2[CH:46]=[CH:45][C:44]([C:47]([F:50])([F:49])[F:48])=[C:43]([F:51])[CH:42]=2)=[CH:29][C:30]=1[O:31]CC1C=CC=CC=1)C1C=CC=CC=1, predict the reaction product. The product is: [F:51][C:43]1[CH:42]=[C:41]([CH2:40][CH2:39][C:28]2[CH:29]=[C:30]([OH:31])[C:25](=[O:24])[NH:26][N:27]=2)[CH:46]=[CH:45][C:44]=1[C:47]([F:50])([F:48])[F:49].